This data is from CYP2C19 inhibition data for predicting drug metabolism from PubChem BioAssay. The task is: Regression/Classification. Given a drug SMILES string, predict its absorption, distribution, metabolism, or excretion properties. Task type varies by dataset: regression for continuous measurements (e.g., permeability, clearance, half-life) or binary classification for categorical outcomes (e.g., BBB penetration, CYP inhibition). Dataset: cyp2c19_veith. (1) The molecule is O=c1cnc2cnc(N3CCNCC3)nc2n1Cc1cccs1. The result is 0 (non-inhibitor). (2) The drug is CC1CCN(C(=O)c2ccc(COc3ccccc3Cl)o2)CC1. The result is 1 (inhibitor).